This data is from Retrosynthesis with 50K atom-mapped reactions and 10 reaction types from USPTO. The task is: Predict the reactants needed to synthesize the given product. (1) Given the product CC(C)(C)OC(=O)N(Cc1ccc2c(c1)OCCO2)C1CCN(CCn2c(=O)cnc3ccc(F)cc32)CC1, predict the reactants needed to synthesize it. The reactants are: CC(C)(C)OC(=O)N(Cc1ccc2c(c1)OCCO2)C1CCNCC1.O=CCn1c(=O)cnc2ccc(F)cc21. (2) Given the product Clc1nc(N2CCOCC2)c2oc(-c3ccccc3)cc2n1, predict the reactants needed to synthesize it. The reactants are: C1COCCN1.Clc1nc(Cl)c2oc(-c3ccccc3)cc2n1.